Dataset: TCR-epitope binding with 47,182 pairs between 192 epitopes and 23,139 TCRs. Task: Binary Classification. Given a T-cell receptor sequence (or CDR3 region) and an epitope sequence, predict whether binding occurs between them. (1) The epitope is VTEHDTLLY. The TCR CDR3 sequence is CASSLAQGYEQYF. Result: 1 (the TCR binds to the epitope). (2) The epitope is QARQMVQAMRTIGTHP. The TCR CDR3 sequence is CSAQDRDSGNTIYF. Result: 1 (the TCR binds to the epitope). (3) The epitope is YFPLQSYGF. The TCR CDR3 sequence is CASSLTGLETQYF. Result: 1 (the TCR binds to the epitope). (4) The epitope is FPPTSFGPL. The TCR CDR3 sequence is CATSDPTLAAYEQYF. Result: 0 (the TCR does not bind to the epitope). (5) The epitope is HPKVSSEVHI. The TCR CDR3 sequence is CASTEYSGSIEQFF. Result: 0 (the TCR does not bind to the epitope). (6) The epitope is KLVALGINAV. The TCR CDR3 sequence is CASSLEGSYEQYF. Result: 1 (the TCR binds to the epitope). (7) The epitope is VTEHDTLLY. The TCR CDR3 sequence is CASTPGATTGELFF. Result: 1 (the TCR binds to the epitope).